From a dataset of Reaction yield outcomes from USPTO patents with 853,638 reactions. Predict the reaction yield, written as a fraction of the theoretical maximum amount of product (1.0 means a 100% yield; for example, 0.34 means a 34% yield). (1) The reactants are [C:1]1([P:7](Cl)(Cl)=[O:8])[CH:6]=[CH:5][CH:4]=[CH:3][CH:2]=1.[CH:11]([Mg]Br)=[CH2:12].[NH4+].[Cl-].[CH2:17]1COC[CH2:18]1. No catalyst specified. The product is [CH:17]([P:7](=[O:8])([CH:11]=[CH2:12])[C:1]1[CH:6]=[CH:5][CH:4]=[CH:3][CH:2]=1)=[CH2:18]. The yield is 0.750. (2) The reactants are [Si]([O:8][CH2:9][C@@H:10]([N:19]1[CH:24]=[CH:23][C:22]([C:25]2[CH:30]=[CH:29][N:28]=[C:27]([NH:31][C:32]3[CH:37]=[CH:36][N:35]=[C:34]([CH3:38])[CH:33]=3)[N:26]=2)=[CH:21][C:20]1=[O:39])[C:11]1[CH:16]=[CH:15][C:14]([Cl:17])=[C:13]([F:18])[CH:12]=1)(C(C)(C)C)(C)C.CCCC[N+](CCCC)(CCCC)CCCC.[F-].O. The catalyst is C1COCC1. The product is [Cl:17][C:14]1[CH:15]=[CH:16][C:11]([C@H:10]([N:19]2[CH:24]=[CH:23][C:22]([C:25]3[CH:30]=[CH:29][N:28]=[C:27]([NH:31][C:32]4[CH:37]=[CH:36][N:35]=[C:34]([CH3:38])[CH:33]=4)[N:26]=3)=[CH:21][C:20]2=[O:39])[CH2:9][OH:8])=[CH:12][C:13]=1[F:18]. The yield is 0.220. (3) The reactants are [OH:1][CH:2]([C:12]1[CH:17]=[CH:16][C:15]([S:18][CH3:19])=[CH:14][CH:13]=1)[C:3]([C:5]1[CH:10]=[CH:9][CH:8]=[C:7]([CH3:11])[CH:6]=1)=[O:4].[Bi]=O. The catalyst is C(O)(=O)C. The product is [CH3:11][C:7]1[CH:6]=[C:5]([C:3](=[O:4])[C:2]([C:12]2[CH:13]=[CH:14][C:15]([S:18][CH3:19])=[CH:16][CH:17]=2)=[O:1])[CH:10]=[CH:9][CH:8]=1. The yield is 0.430. (4) The reactants are [Cl:1][C:2]1[CH:7]=[C:6]([CH:8]([F:10])[F:9])[CH:5]=[CH:4][N:3]=1.[Cl:11]N1C(=O)N(Cl)C(=O)N(Cl)C1=O. The catalyst is C(Cl)(Cl)(Cl)Cl.C(OOC(=O)C1C=CC=CC=1)(=O)C1C=CC=CC=1. The product is [Cl:1][C:2]1[CH:7]=[C:6]([C:8]([Cl:11])([F:10])[F:9])[CH:5]=[CH:4][N:3]=1. The yield is 0.610. (5) The reactants are [C:1]([C:5]1[CH:10]=[C:9]([Br:11])[C:8]([N+:12]([O-])=O)=[CH:7][C:6]=1[OH:15])([CH3:4])([CH3:3])[CH3:2]. The catalyst is CO.[Ni]. The product is [C:1]([C:5]1[CH:10]=[C:9]([Br:11])[C:8]([NH2:12])=[CH:7][C:6]=1[OH:15])([CH3:4])([CH3:2])[CH3:3]. The yield is 0.700. (6) The reactants are [C:9](O[C:9]([O:11][C:12]([CH3:15])([CH3:14])[CH3:13])=[O:10])([O:11][C:12]([CH3:15])([CH3:14])[CH3:13])=[O:10].[CH3:16][O:17][C:18](=[O:28])[C:19]1[CH:24]=[CH:23][C:22]([CH2:25][NH2:26])=[C:21]([CH3:27])[CH:20]=1.C(N(CC)CC)C. The catalyst is ClCCl. The product is [CH3:16][O:17][C:18](=[O:28])[C:19]1[CH:24]=[CH:23][C:22]([CH2:25][NH:26][C:9]([O:11][C:12]([CH3:13])([CH3:14])[CH3:15])=[O:10])=[C:21]([CH3:27])[CH:20]=1. The yield is 1.00. (7) The reactants are [C:1](OC(=O)C)(=[O:3])[CH3:2].[CH3:8][O:9][C:10]1[CH:11]=[C:12]([C:16]([C:18]2[CH:23]=[C:22]([C:24]3([C:29]4[CH:34]=[CH:33][C:32]([Cl:35])=[CH:31][CH:30]=4)[O:28][CH2:27][CH2:26][O:25]3)[CH:21]=[CH:20][C:19]=2[NH2:36])=[O:17])[CH:13]=[CH:14][CH:15]=1. The catalyst is C1(C)C=CC=CC=1. The product is [CH3:8][O:9][C:10]1[CH:11]=[C:12]([CH:13]=[CH:14][CH:15]=1)[C:16]([C:18]1[CH:23]=[C:22]([C:24]2([C:29]3[CH:30]=[CH:31][C:32]([Cl:35])=[CH:33][CH:34]=3)[O:28][CH2:27][CH2:26][O:25]2)[CH:21]=[CH:20][C:19]=1[NH:36][C:1](=[O:3])[CH3:2])=[O:17]. The yield is 1.00. (8) The reactants are [Cl:1][C:2]1[CH:11]=[C:10]([C:12](=[O:14])[CH3:13])[C:9]([N:15]2[CH2:20][CH2:19][NH:18][CH2:17][CH2:16]2)=[C:8]2[C:3]=1[CH:4]=[CH:5][CH:6]=[N:7]2.[CH:21]1([C:25](Cl)=[O:26])[CH2:24][CH2:23][CH2:22]1.C(N(CC)CC)C. The catalyst is C(Cl)Cl. The product is [Cl:1][C:2]1[CH:11]=[C:10]([C:12](=[O:14])[CH3:13])[C:9]([N:15]2[CH2:16][CH2:17][N:18]([C:25]([CH:21]3[CH2:24][CH2:23][CH2:22]3)=[O:26])[CH2:19][CH2:20]2)=[C:8]2[C:3]=1[CH:4]=[CH:5][CH:6]=[N:7]2. The yield is 0.220.